Dataset: Reaction yield outcomes from USPTO patents with 853,638 reactions. Task: Predict the reaction yield, written as a fraction of the theoretical maximum amount of product (1.0 means a 100% yield; for example, 0.34 means a 34% yield). (1) The reactants are C(O[C:6]([N:8]1[CH2:12][C@@H:11]([CH2:13][O:14][CH3:15])[CH2:10][C@H:9]1[C:16]1[NH:20][C:19]2[C:21]3[C:26]([CH:27]=[CH:28][C:18]=2[N:17]=1)=[CH:25][C:24]1[C:29]2[C:34]([CH2:35][O:36][C:23]=1[CH:22]=3)=[CH:33][C:32]([C:37]1[NH:41][C:40]([C@@H:42]3[CH2:46][CH2:45][C@H:44]([CH3:47])[N:43]3C(OC(C)(C)C)=O)=[N:39][CH:38]=1)=[CH:31][CH:30]=2)=[O:7])(C)(C)C.Cl.[CH3:56][O:57][C:58]([NH:60][C@@H:61]([C@@H:65]([CH3:68])[CH2:66][CH3:67])[C:62]([OH:64])=O)=[O:59].CN(C(ON1N=N[C:79]2[CH:80]=[CH:81][CH:82]=[N:83]C1=2)=[N+](C)C)C.F[P-](F)(F)(F)(F)F.[CH3:93]CN(C(C)C)C(C)C.CO.C[CH2:105][O:106][C:107](C)=[O:108]. The catalyst is C(Cl)Cl.CN(C=O)C.CO. The product is [CH3:105][O:106][C:107]([NH:83][C@@H:82]([C@@H:81]([CH3:93])[CH2:80][CH3:79])[C:6]([N:8]1[CH2:12][C@@H:11]([CH2:13][O:14][CH3:15])[CH2:10][C@H:9]1[C:16]1[NH:20][C:19]2[C:21]3[C:26]([CH:27]=[CH:28][C:18]=2[N:17]=1)=[CH:25][C:24]1[C:29]2[C:34]([CH2:35][O:36][C:23]=1[CH:22]=3)=[CH:33][C:32]([C:37]1[NH:41][C:40]([C@@H:42]3[CH2:46][CH2:45][C@H:44]([CH3:47])[N:43]3[C:62](=[O:64])[C@@H:61]([NH:60][C:58](=[O:59])[O:57][CH3:56])[C@@H:65]([CH3:68])[CH2:66][CH3:67])=[N:39][CH:38]=1)=[CH:31][CH:30]=2)=[O:7])=[O:108]. The yield is 0.690. (2) The catalyst is CC#N. The product is [C:19]1([S:25]([N:6]2[CH:7]=[C:2]([F:1])[C:3]([NH:9][C:10]([NH:12][C:13]3[CH:14]=[CH:15][CH:16]=[CH:17][CH:18]=3)=[O:11])=[N:4][C:5]2=[O:8])(=[O:27])=[O:26])[CH:24]=[CH:23][CH:22]=[CH:21][CH:20]=1. The reactants are [F:1][C:2]1[C:3]([NH:9][C:10]([NH:12][C:13]2[CH:18]=[CH:17][CH:16]=[CH:15][CH:14]=2)=[O:11])=[N:4][C:5]([OH:8])=[N:6][CH:7]=1.[C:19]1([S:25](Cl)(=[O:27])=[O:26])[CH:24]=[CH:23][CH:22]=[CH:21][CH:20]=1. The yield is 0.320. (3) The reactants are [Cl:1][C:2]1[CH:3]=[C:4]([CH2:12][C:13]([OH:15])=O)[CH:5]=[CH:6][C:7]=1[C:8]([F:11])([F:10])[F:9].[F:16][C:17]1[CH:22]=[CH:21][C:20]([N:23]2[C:31]3[CH2:30][CH2:29][CH2:28][NH:27][C:26]=3[CH:25]=[N:24]2)=[CH:19][CH:18]=1. No catalyst specified. The product is [Cl:1][C:2]1[CH:3]=[C:4]([CH2:12][C:13]([N:27]2[CH2:28][CH2:29][CH2:30][C:31]3[N:23]([C:20]4[CH:21]=[CH:22][C:17]([F:16])=[CH:18][CH:19]=4)[N:24]=[CH:25][C:26]2=3)=[O:15])[CH:5]=[CH:6][C:7]=1[C:8]([F:9])([F:10])[F:11]. The yield is 0.520. (4) The reactants are [I:1][C:2]1[CH:8]=[CH:7][C:5]([NH2:6])=[CH:4][C:3]=1[N+:9]([O-:11])=[O:10].N1C=CC=CC=1.Cl[C:19]([O:21][CH3:22])=[O:20].CCCCCC. The catalyst is C(Cl)Cl. The product is [I:1][C:2]1[CH:8]=[CH:7][C:5]([NH:6][C:19](=[O:20])[O:21][CH3:22])=[CH:4][C:3]=1[N+:9]([O-:11])=[O:10]. The yield is 1.00.